Predict the reaction yield, written as a fraction of the theoretical maximum amount of product (1.0 means a 100% yield; for example, 0.34 means a 34% yield). From a dataset of Reaction yield outcomes from USPTO patents with 853,638 reactions. (1) The reactants are Cl[C:2]1[C:11]([C:12]([F:15])([F:14])[F:13])=[N:10][C:9]2[C:4](=[CH:5][CH:6]=[C:7]([O:16][CH3:17])[CH:8]=2)[N:3]=1.[C:18]([C:21]1[CH:26]=[CH:25][C:24](B(O)O)=[C:23]([F:30])[CH:22]=1)([OH:20])=[O:19]. No catalyst specified. The product is [F:30][C:23]1[CH:22]=[C:21]([CH:26]=[CH:25][C:24]=1[C:2]1[C:11]([C:12]([F:15])([F:14])[F:13])=[N:10][C:9]2[C:4](=[CH:5][CH:6]=[C:7]([O:16][CH3:17])[CH:8]=2)[N:3]=1)[C:18]([OH:20])=[O:19]. The yield is 0.190. (2) The reactants are [CH3:1][O:2][C:3]1[CH:8]=[C:7]([O:9][CH3:10])[CH:6]=[C:5](/[CH:11]=[CH:12]/[C:13]2[CH:14]=[CH:15][C:16]([OH:19])=[CH:17][CH:18]=2)[CH:4]=1.[N:20]1([C:32](=[O:33])[C:31]2[N:29]([CH3:30])[CH:28]=[N:27][C:26]=2[N:24]([CH3:25])[C:22]1=[O:23])[CH3:21]. The catalyst is O.C(O)(C)C. The product is [CH3:10][O:9][C:7]1[CH:8]=[C:3]([O:2][CH3:1])[CH:4]=[C:5](/[CH:11]=[CH:12]/[C:13]2[CH:14]=[CH:15][C:16]([OH:19])=[CH:17][CH:18]=2)[CH:6]=1.[N:20]1([C:32](=[O:33])[C:31]2[N:29]([CH3:30])[CH:28]=[N:27][C:26]=2[N:24]([CH3:25])[C:22]1=[O:23])[CH3:21]. The yield is 0.730. (3) The reactants are [CH3:1][C:2]1C(=O)[N:6]([C:9]2[C:10](=[O:27])[O:11][C:12]3[C:17]([CH:18]=2)=[CH:16][C:15]([N:19]2[C:23](=[O:24])[C:22]([CH3:25])=[CH:21][C:20]2=O)=[CH:14][CH:13]=3)[C:4](=[O:5])[CH:3]=1.[CH2:28]([SH:30])[CH3:29].C[S:32]([CH3:34])=O. No catalyst specified. The product is [CH2:2]([CH:3]1[C:4](=[O:5])[N:6]([C:9]2[C:10](=[O:27])[O:11][C:12]3[C:17]([CH:18]=2)=[CH:16][C:15]([N:19]2[C:23](=[O:24])[CH:22]([CH2:21][CH3:20])[CH2:25][C:34]2=[S:32])=[CH:14][CH:13]=3)[C:28](=[S:30])[CH2:29]1)[CH3:1]. The yield is 0.840. (4) The reactants are [O:1]([C:13]1[CH:18]=[CH:17][CH:16]=[CH:15][C:14]=1[N+:19]([O-:21])=[O:20])[C@@H:2]1[O:10][C@H:9]([CH2:11][OH:12])[C@H:7]([OH:8])[C@H:5]([OH:6])[C@H:3]1[OH:4].[P:22](OC)([O:26]C)([O:24]C)=[O:23].O.P(Cl)(Cl)(Cl)=O.N. The catalyst is CO.C(OCC)(=O)C. The product is [P:22]([O:12][CH2:11][C@H:9]1[O:10][C@@H:2]([O:1][C:13]2[CH:18]=[CH:17][CH:16]=[CH:15][C:14]=2[N+:19]([O-:21])=[O:20])[C@H:3]([OH:4])[C@@H:5]([OH:6])[C@H:7]1[OH:8])([OH:26])([OH:24])=[O:23]. The yield is 0.620. (5) The reactants are [CH3:1][O:2][C:3]1[CH:4]=[C:5]2[C:10](=[CH:11][C:12]=1[O:13][CH3:14])[N:9]=[CH:8][CH:7]=[C:6]2[O:15][C:16]1[CH:22]=[CH:21][C:19]([NH2:20])=[C:18]([F:23])[CH:17]=1.ClC(Cl)(O[C:28](=[O:34])OC(Cl)(Cl)Cl)Cl.[CH2:36]([NH2:39])[C:37]#[CH:38].C(=O)([O-])O.[Na+]. The catalyst is C(Cl)(Cl)Cl.C(N(CC)CC)C.ClCCl. The product is [CH3:1][O:2][C:3]1[CH:4]=[C:5]2[C:10](=[CH:11][C:12]=1[O:13][CH3:14])[N:9]=[CH:8][CH:7]=[C:6]2[O:15][C:16]1[CH:22]=[CH:21][C:19]([NH:20][C:28]([NH:39][CH2:36][C:37]#[CH:38])=[O:34])=[C:18]([F:23])[CH:17]=1. The yield is 0.870. (6) The reactants are [CH3:1][C:2]1[CH:7]=[C:6]([C:8]2[CH:9]=[CH:10][C:11]3[N:17]4[CH2:18][C@H:14]([CH2:15][CH2:16]4)[NH:13][C:12]=3[N:19]=2)[CH:5]=[CH:4][N:3]=1.ClC(Cl)(O[C:24](=[O:30])OC(Cl)(Cl)Cl)Cl.C(N(CC)CC)C.[N:39]1[CH:44]=[CH:43][CH:42]=[CH:41][C:40]=1[C@H:45]([NH2:47])[CH3:46]. The catalyst is O1CCCC1.ClCCl.CO. The product is [CH3:1][C:2]1[CH:7]=[C:6]([C:8]2[CH:9]=[CH:10][C:11]3[N:17]4[CH2:18][C@H:14]([CH2:15][CH2:16]4)[N:13]([C:24]([NH:47][C@@H:45]([C:40]4[CH:41]=[CH:42][CH:43]=[CH:44][N:39]=4)[CH3:46])=[O:30])[C:12]=3[N:19]=2)[CH:5]=[CH:4][N:3]=1. The yield is 0.300.